The task is: Predict the reaction yield, written as a fraction of the theoretical maximum amount of product (1.0 means a 100% yield; for example, 0.34 means a 34% yield).. This data is from Reaction yield outcomes from USPTO patents with 853,638 reactions. (1) The reactants are [NH2:1][CH2:2][CH2:3][NH:4][C:5](=[O:11])[O:6][C:7]([CH3:10])([CH3:9])[CH3:8].[CH:12](=O)[C:13]1[CH:18]=[CH:17][CH:16]=[CH:15][CH:14]=1.[O-]S([O-])(=O)=O.[Mg+2].CCN(CC)CC. No catalyst specified. The product is [CH2:12]([NH:1][CH2:2][CH2:3][NH:4][C:5](=[O:11])[O:6][C:7]([CH3:8])([CH3:10])[CH3:9])[C:13]1[CH:18]=[CH:17][CH:16]=[CH:15][CH:14]=1. The yield is 0.230. (2) The reactants are [B-](F)(F)(F)F.CN(C(O[N:14]1[C:19](=O)[CH2:18][CH2:17][C:15]1=O)=[N+](C)C)C.[OH:21][CH:22]([C:24]1[CH:25]=[C:26]([C:41](O)=[O:42])[CH:27]=[C:28]2[C:33]=1[O:32][C:31]([N:34]1[CH2:39][CH2:38][O:37][CH2:36][CH2:35]1)=[CH:30][C:29]2=[O:40])[CH3:23].C(N(C(C)C)C(C)C)C.N1CCCC1. The catalyst is C(Cl)Cl. The product is [OH:21][CH:22]([C:24]1[CH:25]=[C:26]([C:41]([N:14]2[CH2:15][CH2:17][CH2:18][CH2:19]2)=[O:42])[CH:27]=[C:28]2[C:33]=1[O:32][C:31]([N:34]1[CH2:39][CH2:38][O:37][CH2:36][CH2:35]1)=[CH:30][C:29]2=[O:40])[CH3:23]. The yield is 0.800.